This data is from Catalyst prediction with 721,799 reactions and 888 catalyst types from USPTO. The task is: Predict which catalyst facilitates the given reaction. (1) Reactant: [C:1]([C:3]1[CH:8]=[CH:7][CH:6]=[CH:5][C:4]=1[C:9]1[C:10](=[O:30])[N:11]([C:24]2[CH:29]=[CH:28][CH:27]=[CH:26][CH:25]=2)[CH:12]=[C:13]([C:15]2[NH:16][C:17]3[CH:22]=[CH:21][N:20]=[CH:19][C:18]=3[N:23]=2)[CH:14]=1)#[N:2].[CH3:31]I. Product: [C:1]([C:3]1[CH:8]=[CH:7][CH:6]=[CH:5][C:4]=1[C:9]1[C:10](=[O:30])[N:11]([C:24]2[CH:25]=[CH:26][CH:27]=[CH:28][CH:29]=2)[CH:12]=[C:13]([C:15]2[N:16]=[C:19]3[N:20]([CH3:31])[CH:21]=[CH:22][CH:17]=[C:18]3[N:23]=2)[CH:14]=1)#[N:2]. The catalyst class is: 21. (2) Reactant: [C:1]([S:5]([CH2:8][C@@H:9]([N:11]1[C@H:16]([C:17]2[CH:22]=[CH:21][C:20]([Cl:23])=[CH:19][CH:18]=2)[C@@H:15]([C:24]2[CH:29]=[CH:28][CH:27]=[C:26]([Cl:30])[CH:25]=2)[O:14][C@@H:13]([CH2:31][C:32](O)=[O:33])[C:12]1=[O:35])[CH3:10])(=[O:7])=[O:6])([CH3:4])([CH3:3])[CH3:2].C(S(C[C@@H](N1[C@H](C2C=CC(Cl)=CC=2)[C@@H](C2C=CC=C(Cl)C=2)O[C@H](CC(O)=O)C1=O)C)(=O)=O)(C)(C)C.C(N1C=CN=C1)(N1C=CN=C1)=O.C(N(CC)C(C)C)(C)C.[CH3:92][S:93]([NH2:96])(=[O:95])=[O:94]. Product: [C:1]([S:5]([CH2:8][C@@H:9]([N:11]1[C@H:16]([C:17]2[CH:18]=[CH:19][C:20]([Cl:23])=[CH:21][CH:22]=2)[C@@H:15]([C:24]2[CH:29]=[CH:28][CH:27]=[C:26]([Cl:30])[CH:25]=2)[O:14][C@@H:13]([CH2:31][C:32]([NH:96][S:93]([CH3:92])(=[O:95])=[O:94])=[O:33])[C:12]1=[O:35])[CH3:10])(=[O:7])=[O:6])([CH3:3])([CH3:2])[CH3:4]. The catalyst class is: 1. (3) Reactant: [N:1]1[C:6]([C:7]([O:9]C)=O)=[CH:5][C:4]([C:11]([O:13][CH3:14])=[O:12])=[N:3][CH:2]=1.[F:15][C:16]1[CH:23]=[CH:22][C:19]([CH2:20][NH2:21])=[CH:18][C:17]=1[CH3:24]. Product: [F:15][C:16]1[CH:23]=[CH:22][C:19]([CH2:20][NH:21][C:7]([C:6]2[N:1]=[CH:2][N:3]=[C:4]([C:11]([O:13][CH3:14])=[O:12])[CH:5]=2)=[O:9])=[CH:18][C:17]=1[CH3:24]. The catalyst class is: 3. (4) Reactant: [OH:1][C:2]1[CH:3]=[CH:4][C:5]([C:8](Cl)=[O:9])=N[CH:7]=1.O1CCCC1.C[Si](C)(C)[CH:18]=[N+:19]=[N-].[BrH:23]. The catalyst class is: 4. Product: [Br:23][CH2:7][C:2]([C:3]1[CH:4]=[CH:5][C:8]([OH:9])=[CH:18][N:19]=1)=[O:1]. (5) Reactant: [CH2:1]([N:3]1[C:7]([N:8]2[CH2:12][CH2:11][CH2:10][CH2:9]2)=[N:6][C:5]([C:13]#[C:14][C:15]2[N:25]=[C:18]3[C:19]([CH3:24])=[N:20][CH:21]=[C:22]([CH3:23])[N:17]3[N:16]=2)=[N:4]1)[CH3:2]. Product: [CH2:1]([N:3]1[C:7]([N:8]2[CH2:9][CH2:10][CH2:11][CH2:12]2)=[N:6][C:5]([CH2:13][CH2:14][C:15]2[N:25]=[C:18]3[C:19]([CH3:24])=[N:20][CH:21]=[C:22]([CH3:23])[N:17]3[N:16]=2)=[N:4]1)[CH3:2]. The catalyst class is: 43.